This data is from Peptide-MHC class II binding affinity with 134,281 pairs from IEDB. The task is: Regression. Given a peptide amino acid sequence and an MHC pseudo amino acid sequence, predict their binding affinity value. This is MHC class II binding data. (1) The peptide sequence is CGSYVTKTSGSAASM. The binding affinity (normalized) is 0.820. The MHC is HLA-DQA10201-DQB10301 with pseudo-sequence HLA-DQA10201-DQB10301. (2) The peptide sequence is DQMWKCLIRLKPTLHGPTP. The MHC is DRB1_1501 with pseudo-sequence DRB1_1501. The binding affinity (normalized) is 0. (3) The peptide sequence is GANYFLQISRVNDLN. The MHC is DRB1_1501 with pseudo-sequence DRB1_1501. The binding affinity (normalized) is 0.495. (4) The peptide sequence is GQKYFKGNFQRLAIT. The MHC is DRB1_1501 with pseudo-sequence DRB1_1501. The binding affinity (normalized) is 0.215. (5) The peptide sequence is AAPAAGYTPATPAAP. The MHC is DRB1_0301 with pseudo-sequence DRB1_0301. The binding affinity (normalized) is 0.